From a dataset of Reaction yield outcomes from USPTO patents with 853,638 reactions. Predict the reaction yield, written as a fraction of the theoretical maximum amount of product (1.0 means a 100% yield; for example, 0.34 means a 34% yield). (1) The reactants are [O:1]([C:8]1[CH:21]=[CH:20][CH:19]=[CH:18][C:9]=1[NH:10][C:11](OC(C)(C)C)=O)[C:2]1[CH:7]=[CH:6][CH:5]=[CH:4][CH:3]=1.[Li]. The catalyst is O1CCCC1. The product is [CH3:11][NH:10][C:9]1[CH:18]=[CH:19][CH:20]=[CH:21][C:8]=1[O:1][C:2]1[CH:7]=[CH:6][CH:5]=[CH:4][CH:3]=1. The yield is 0.940. (2) The reactants are [CH3:1][NH:2][CH:3]1[CH2:8][CH2:7][CH2:6][CH:5]([C:9]2[C:17]3[C:12](=[CH:13][CH:14]=[C:15]([NH:18][C:19]([C:21]4[S:22][CH:23]=[CH:24][CH:25]=4)=[NH:20])[CH:16]=3)[NH:11][CH:10]=2)[CH2:4]1.[ClH:26]. The catalyst is CO. The product is [ClH:26].[ClH:26].[CH3:1][NH:2][CH:3]1[CH2:8][CH2:7][CH2:6][CH:5]([C:9]2[C:17]3[C:12](=[CH:13][CH:14]=[C:15]([NH:18][C:19]([C:21]4[S:22][CH:23]=[CH:24][CH:25]=4)=[NH:20])[CH:16]=3)[NH:11][CH:10]=2)[CH2:4]1. The yield is 0.970. (3) The reactants are CC1(C)C2C(=C(P(C3C=CC=CC=3)C3C=CC=CC=3)C=CC=2)OC2C(P(C3C=CC=CC=3)C3C=CC=CC=3)=CC=CC1=2.C([O-])([O-])=O.[Cs+].[Cs+].[CH:49]1([C:52]([F:64])([F:63])[C:53]2[CH:58]=[CH:57][N:56]=[C:55]([CH2:59][C:60]([NH2:62])=[O:61])[CH:54]=2)[CH2:51][CH2:50]1.[F:65][C@H:66]([CH2:77][CH2:78][C:79]1[N:80]=[N:81][C:82](I)=[CH:83][CH:84]=1)[CH2:67][N:68]1[CH:72]=[C:71]([C:73]([NH:75][CH3:76])=[O:74])[N:70]=[N:69]1. The catalyst is O1CCOCC1.C1C=CC([P]([Pd]([P](C2C=CC=CC=2)(C2C=CC=CC=2)C2C=CC=CC=2)([P](C2C=CC=CC=2)(C2C=CC=CC=2)C2C=CC=CC=2)[P](C2C=CC=CC=2)(C2C=CC=CC=2)C2C=CC=CC=2)(C2C=CC=CC=2)C2C=CC=CC=2)=CC=1. The product is [CH:49]1([C:52]([F:64])([F:63])[C:53]2[CH:58]=[CH:57][N:56]=[C:55]([CH2:59][C:60]([NH:62][C:82]3[N:81]=[N:80][C:79]([CH2:78][CH2:77][C@@H:66]([F:65])[CH2:67][N:68]4[CH:72]=[C:71]([C:73]([NH:75][CH3:76])=[O:74])[N:70]=[N:69]4)=[CH:84][CH:83]=3)=[O:61])[CH:54]=2)[CH2:51][CH2:50]1. The yield is 0.0800. (4) The reactants are O=C[C:3]([O:5][CH2:6][CH3:7])=O.COC1C=C(N)C(N)=CC=1.CO[C:20]1[CH:21]=[C:22]2[C:27](=CC=1)[NH:26][C:25](=[O:30])[CH:24]=[N:23]2. The catalyst is C1(C)C=CC=CC=1.C(O)C. The product is [CH3:3][O:5][C:6]1[CH:7]=[C:27]2[C:22]([N:23]=[CH:24][C:25](=[O:30])[NH:26]2)=[CH:21][CH:20]=1. The yield is 0.420. (5) The reactants are FC(F)(F)CC(=O)[S:5][C:6]1[CH:11]=[CH:10][C:9]([NH:12][C:13](=[O:19])[CH2:14][C:15]([F:18])([F:17])[F:16])=[CH:8][CH:7]=1.CCO.Cl. The catalyst is O. The product is [F:18][C:15]([F:16])([F:17])[CH2:14][C:13]([NH:12][C:9]1[CH:10]=[CH:11][C:6]([SH:5])=[CH:7][CH:8]=1)=[O:19]. The yield is 0.580. (6) The reactants are C(O[C:6]([N:8]1[CH2:13][CH2:12][N:11]([C:14](=O)[C:15]2C=[C:19]([Cl:21])[CH:18]=[CH:17][C:16]=2[Cl:22])[CH2:10][CH2:9]1)=[O:7])(C)(C)C.Cl. The product is [ClH:21].[Cl:21][C:19]1[CH:18]=[CH:17][C:16]([Cl:22])=[CH:15][C:14]=1[N:11]1[CH2:10][CH2:9][N:8]([CH:6]=[O:7])[CH2:13][CH2:12]1. The catalyst is O1CCOCC1. The yield is 0.970. (7) The reactants are [CH3:1][C:2]1[CH:3]=[C:4]([C:9](=[O:25])[CH2:10][C:11]2[CH:16]=[CH:15][N:14]=[C:13]([NH:17]C(OC(C)(C)C)=O)[CH:12]=2)[CH:5]=[C:6]([CH3:8])[CH:7]=1.[OH-].[Na+]. The catalyst is Cl. The product is [NH2:17][C:13]1[CH:12]=[C:11]([CH2:10][C:9]([C:4]2[CH:3]=[C:2]([CH3:1])[CH:7]=[C:6]([CH3:8])[CH:5]=2)=[O:25])[CH:16]=[CH:15][N:14]=1. The yield is 0.770. (8) The reactants are [N+:1]([C:4]1[CH:5]=[CH:6][C:7]2[O:13][CH2:12][CH2:11][CH2:10][NH:9][C:8]=2[CH:14]=1)([O-:3])=[O:2].[CH:15](=O)[CH3:16].C(O)(=O)C.C(O[BH-](OC(=O)C)OC(=O)C)(=O)C.[Na+].C(=O)(O)[O-].[Na+]. The catalyst is C(#N)C.C(OCC)(=O)C. The product is [CH2:15]([N:9]1[C:8]2[CH:14]=[C:4]([N+:1]([O-:3])=[O:2])[CH:5]=[CH:6][C:7]=2[O:13][CH2:12][CH2:11][CH2:10]1)[CH3:16]. The yield is 0.850.